The task is: Regression. Given two drug SMILES strings and cell line genomic features, predict the synergy score measuring deviation from expected non-interaction effect.. This data is from NCI-60 drug combinations with 297,098 pairs across 59 cell lines. (1) Drug 1: C1CC(C1)(C(=O)O)C(=O)O.[NH2-].[NH2-].[Pt+2]. Drug 2: CC1C(C(CC(O1)OC2CC(OC(C2O)C)OC3=CC4=CC5=C(C(=O)C(C(C5)C(C(=O)C(C(C)O)O)OC)OC6CC(C(C(O6)C)O)OC7CC(C(C(O7)C)O)OC8CC(C(C(O8)C)O)(C)O)C(=C4C(=C3C)O)O)O)O. Cell line: U251. Synergy scores: CSS=43.8, Synergy_ZIP=-1.81, Synergy_Bliss=-1.54, Synergy_Loewe=-21.6, Synergy_HSA=-3.34. (2) Drug 1: CCC1(CC2CC(C3=C(CCN(C2)C1)C4=CC=CC=C4N3)(C5=C(C=C6C(=C5)C78CCN9C7C(C=CC9)(C(C(C8N6C)(C(=O)OC)O)OC(=O)C)CC)OC)C(=O)OC)O.OS(=O)(=O)O. Drug 2: CCN(CC)CCCC(C)NC1=C2C=C(C=CC2=NC3=C1C=CC(=C3)Cl)OC. Cell line: KM12. Synergy scores: CSS=8.22, Synergy_ZIP=-4.76, Synergy_Bliss=-2.83, Synergy_Loewe=-3.95, Synergy_HSA=-2.05.